Dataset: Peptide-MHC class I binding affinity with 185,985 pairs from IEDB/IMGT. Task: Regression. Given a peptide amino acid sequence and an MHC pseudo amino acid sequence, predict their binding affinity value. This is MHC class I binding data. (1) The peptide sequence is QAYAAPQLF. The binding affinity (normalized) is 0.213. The MHC is HLA-A30:02 with pseudo-sequence HLA-A30:02. (2) The peptide sequence is DPPEPLVRI. The MHC is HLA-A02:01 with pseudo-sequence HLA-A02:01. The binding affinity (normalized) is 0.0847. (3) The peptide sequence is RTSKAPLER. The MHC is HLA-B44:03 with pseudo-sequence HLA-B44:03. The binding affinity (normalized) is 0. (4) The peptide sequence is YSKPWMAFF. The MHC is HLA-A01:01 with pseudo-sequence HLA-A01:01. The binding affinity (normalized) is 0.0847. (5) The peptide sequence is DAKNDDWKKY. The MHC is HLA-A11:01 with pseudo-sequence HLA-A11:01. The binding affinity (normalized) is 0. (6) The peptide sequence is QRALFMHF. The MHC is Mamu-A07 with pseudo-sequence Mamu-A07. The binding affinity (normalized) is 0.336. (7) The peptide sequence is MLYDRINLR. The MHC is HLA-A03:01 with pseudo-sequence HLA-A03:01. The binding affinity (normalized) is 0.778.